This data is from Full USPTO retrosynthesis dataset with 1.9M reactions from patents (1976-2016). The task is: Predict the reactants needed to synthesize the given product. (1) The reactants are: C[O:2][C:3]([C:5]1[N:6]=[C:7]([CH3:10])[NH:8][CH:9]=1)=[O:4].[H-].[Na+].Cl[CH2:14][O:15][CH2:16][CH2:17][Si:18]([CH3:21])([CH3:20])[CH3:19].[OH-].[Li+].Cl. Given the product [CH3:10][C:7]1[N:8]([CH2:14][O:15][CH2:16][CH2:17][Si:18]([CH3:21])([CH3:20])[CH3:19])[CH:9]=[C:5]([C:3]([OH:2])=[O:4])[N:6]=1, predict the reactants needed to synthesize it. (2) Given the product [Cl:1][C:39]1[CH:38]=[CH:43][C:42]([B:44]([OH:46])[OH:45])=[C:41]([CH:47]=[O:48])[CH:40]=1, predict the reactants needed to synthesize it. The reactants are: [Cl:1]C1C=CC2C3=C(C4CCCCC4)C4C=CC(C(OC(C)(C)C)=O)=CC=4N3CC(C(OC)=O)=CC=2C=1.Cl[C:38]1[CH:39]=[CH:40][C:41]([CH:47]=[O:48])=[C:42]([B:44]([OH:46])[OH:45])[CH:43]=1.